From a dataset of Full USPTO retrosynthesis dataset with 1.9M reactions from patents (1976-2016). Predict the reactants needed to synthesize the given product. (1) The reactants are: [Br:1][C:2]1[CH:3]=[C:4]([CH:7]=[CH:8][CH:9]=1)[CH:5]=O.[S:10]1[CH:14]=[CH:13][C:12]2[CH:15]=[CH:16][CH:17]=[CH:18][C:11]1=2. Given the product [Br:1][C:2]1[CH:3]=[C:4]([CH:7]=[CH:8][CH:9]=1)[CH2:5][C:14]1[S:10][C:11]2[CH:18]=[CH:17][CH:16]=[CH:15][C:12]=2[CH:13]=1, predict the reactants needed to synthesize it. (2) Given the product [Cl:20][C:15]1[CH:16]=[CH:17][CH:18]=[CH:19][C:14]=1[C:10]1[C:7]2[C:2](=[CH:3][CH:4]=[CH:5][CH:6]=2)[CH:1]=[C:8]([C:12]([OH:11])=[O:13])[N:9]=1, predict the reactants needed to synthesize it. The reactants are: [CH:1](=[C:8]1[C:12](=[O:13])[O:11][C:10]([C:14]2[CH:19]=[CH:18][CH:17]=[CH:16][C:15]=2[Cl:20])=[N:9]1)[C:2]1[CH:7]=[CH:6][CH:5]=[CH:4][CH:3]=1.[Al+3].[Cl-].[Cl-].[Cl-]. (3) Given the product [ClH:1].[CH2:13]([O:12][C:9]1[CH:10]=[C:11]2[C:6](=[CH:7][C:8]=1[O:15][CH2:16][CH3:17])[N:5]=[CH:4][N:3]=[C:2]2[NH:27][C:23]1[CH:22]=[C:21]([C:19](=[O:20])[CH3:18])[CH:26]=[CH:25][CH:24]=1)[CH3:14], predict the reactants needed to synthesize it. The reactants are: [Cl:1][C:2]1[C:11]2[C:6](=[CH:7][C:8]([O:15][CH2:16][CH3:17])=[C:9]([O:12][CH2:13][CH3:14])[CH:10]=2)[N:5]=[CH:4][N:3]=1.[CH3:18][C:19]([C:21]1[CH:26]=[CH:25][CH:24]=[C:23]([NH2:27])[CH:22]=1)=[O:20]. (4) Given the product [NH2:7][CH2:8][CH2:9][N:10]1[C:14]2[CH:15]=[CH:16][CH:17]=[CH:18][C:13]=2[N:12]([CH3:19])[C:11]1=[O:20], predict the reactants needed to synthesize it. The reactants are: C(OC(=O)[NH:7][CH2:8][CH2:9][N:10]1[C:14]2[CH:15]=[CH:16][CH:17]=[CH:18][C:13]=2[N:12]([CH3:19])[C:11]1=[O:20])(C)(C)C.C(O)(C(F)(F)F)=O. (5) Given the product [Cl:14][C:15]1[O:23][C:22]2[CH2:21][CH2:20][N:19]([C:11]([C:9]3[CH:10]=[C:5]4[N:4]=[CH:3][C:2]([Cl:1])=[CH:7][N:6]4[N:8]=3)=[O:13])[N:18]([CH3:24])[C:17]=2[CH:16]=1, predict the reactants needed to synthesize it. The reactants are: [Cl:1][C:2]1[CH:3]=[N:4][C:5]2[N:6]([N:8]=[C:9]([C:11]([OH:13])=O)[CH:10]=2)[CH:7]=1.[Cl:14][C:15]1[O:23][C:22]2[CH2:21][CH2:20][NH:19][N:18]([CH3:24])[C:17]=2[CH:16]=1. (6) Given the product [NH2:26][C:27]1[CH:32]=[CH:31][C:30]([C:33]2[S:34][CH:35]=[CH:36][CH:37]=2)=[CH:29][C:28]=1[NH:38][C:14](=[O:15])[C:13]1[CH:17]=[CH:18][C:10]([CH2:9][P:5]2(=[O:8])[O:6][CH2:7][C:2]([CH3:19])([CH3:1])[CH2:3][O:4]2)=[CH:11][CH:12]=1, predict the reactants needed to synthesize it. The reactants are: [CH3:1][C:2]1([CH3:19])[CH2:7][O:6][P:5]([CH2:9][C:10]2[CH:18]=[CH:17][C:13]([C:14](O)=[O:15])=[CH:12][CH:11]=2)(=[O:8])[O:4][CH2:3]1.C(OC(=O)[NH:26][C:27]1[CH:32]=[CH:31][C:30]([C:33]2[S:34][CH:35]=[CH:36][CH:37]=2)=[CH:29][C:28]=1[NH2:38])(C)(C)C.C(Cl)CCl.C1C=CC2N(O)N=NC=2C=1.CCN(C(C)C)C(C)C. (7) Given the product [Br:19][C:15]1[C:16]([CH2:17][CH3:18])=[C:11]([N:24]2[CH2:25][CH2:26][CH:9]([C:7]3[C:8]([CH2:39][NH2:40])=[CH:34][CH:6]=[CH:5][N:4]=3)[CH2:22][CH2:23]2)[N:12]=[CH:13][N:14]=1, predict the reactants needed to synthesize it. The reactants are: C([N:4]([CH:7]([CH3:9])[CH3:8])[CH2:5][CH3:6])(C)C.Br[C:11]1[C:16]([CH2:17][CH3:18])=[C:15]([Br:19])[N:14]=[CH:13][N:12]=1.CC1[CH2:26][CH2:25][N:24](NC2C=CC=CN=2)[CH2:23][CH2:22]1.[C:34](=O)(O)[O-].[Na+].[CH3:39][N:40](C)C(=O)C. (8) Given the product [CH3:13][C:10]1([CH3:14])[O:9][CH:8]([C:5]2[CH:6]=[CH:7][C:2]([CH:15]=[CH2:16])=[N:3][CH:4]=2)[CH2:12][O:11]1, predict the reactants needed to synthesize it. The reactants are: Br[C:2]1[CH:7]=[CH:6][C:5]([CH:8]2[CH2:12][O:11][C:10]([CH3:14])([CH3:13])[O:9]2)=[CH:4][N:3]=1.[CH2:15]([Sn](CCCC)(CCCC)C=C)[CH2:16]CC.